This data is from Full USPTO retrosynthesis dataset with 1.9M reactions from patents (1976-2016). The task is: Predict the reactants needed to synthesize the given product. (1) Given the product [F:2][C:3]1[CH:8]=[CH:7][C:6]([NH:9][C:10]2[CH:15]=[CH:14][N:13]=[C:12]([NH:16][C:17]3[CH:18]=[CH:19][C:20]([S:23]([N:26]([CH3:33])[CH:27]4[CH2:32][CH2:31][N:30]([CH2:38][CH2:37][CH2:36][C:35]([F:41])([F:40])[F:34])[CH2:29][CH2:28]4)(=[O:24])=[O:25])=[CH:21][CH:22]=3)[N:11]=2)=[CH:5][CH:4]=1, predict the reactants needed to synthesize it. The reactants are: Cl.[F:2][C:3]1[CH:8]=[CH:7][C:6]([NH:9][C:10]2[CH:15]=[CH:14][N:13]=[C:12]([NH:16][C:17]3[CH:22]=[CH:21][C:20]([S:23]([N:26]([CH3:33])[CH:27]4[CH2:32][CH2:31][NH:30][CH2:29][CH2:28]4)(=[O:25])=[O:24])=[CH:19][CH:18]=3)[N:11]=2)=[CH:5][CH:4]=1.[F:34][C:35]([F:41])([F:40])[CH2:36][CH2:37][CH:38]=O. (2) Given the product [C:37]([O:36][C:34](=[O:35])[C@@H:19]([NH:20][S:21]([C:24]1[C:33]2[C:28](=[CH:29][CH:30]=[CH:31][CH:32]=2)[CH:27]=[CH:26][CH:25]=1)(=[O:22])=[O:23])[CH2:18][NH:17][C:16]1[C:11]2[CH:10]=[CH:9][N:8]([CH2:7][CH2:6][CH2:5][C:4](=[O:42])[NH:49][C:44]3[NH:45][CH2:46][CH2:47][CH2:48][N:43]=3)[C:12]=2[N:13]=[C:14]([CH3:41])[N:15]=1)([CH3:38])([CH3:39])[CH3:40], predict the reactants needed to synthesize it. The reactants are: C(O[C:4](=[O:42])[CH2:5][CH2:6][CH2:7][N:8]1[C:12]2[N:13]=[C:14]([CH3:41])[N:15]=[C:16]([NH:17][CH2:18][C@@H:19]([C:34]([O:36][C:37]([CH3:40])([CH3:39])[CH3:38])=[O:35])[NH:20][S:21]([C:24]3[C:33]4[C:28](=[CH:29][CH:30]=[CH:31][CH:32]=4)[CH:27]=[CH:26][CH:25]=3)(=[O:23])=[O:22])[C:11]=2[CH:10]=[CH:9]1)C.[NH:43]1[CH2:48][CH2:47][CH2:46][N:45]=[C:44]1[NH2:49]. (3) Given the product [Br:12][C:4]1[C:5]2[CH:9]=[CH:8][NH:7][C:6]=2[N:1]=[N:2][CH:3]=1, predict the reactants needed to synthesize it. The reactants are: [N:1]1[C:6]2[NH:7][CH:8]=[CH:9][C:5]=2[C:4](O)=[CH:3][N:2]=1.P(Br)(Br)[Br:12].C([O-])(O)=O.[Na+].